Dataset: Full USPTO retrosynthesis dataset with 1.9M reactions from patents (1976-2016). Task: Predict the reactants needed to synthesize the given product. The reactants are: [O:1]1[C:5]2([CH2:10][CH2:9][CH:8]([OH:11])[CH2:7][CH2:6]2)[O:4][CH2:3][CH2:2]1.C(N(CC)CC)C.[CH3:19][S:20](Cl)(=[O:22])=[O:21]. Given the product [CH3:19][S:20]([O:11][CH:8]1[CH2:9][CH2:10][C:5]2([O:4][CH2:3][CH2:2][O:1]2)[CH2:6][CH2:7]1)(=[O:22])=[O:21], predict the reactants needed to synthesize it.